From a dataset of Catalyst prediction with 721,799 reactions and 888 catalyst types from USPTO. Predict which catalyst facilitates the given reaction. (1) Reactant: [CH3:1][C:2]1[CH:3]=[N:4][CH:5]=[CH:6][C:7]=1[C:8]([NH:10][C:11]1[CH:15]=[CH:14][N:13]([CH2:16][C:17]2[CH:22]=[CH:21][C:20]([O:23]C)=[CH:19][C:18]=2[C:25]([F:28])([F:27])[F:26])[N:12]=1)=[O:9].B(Br)(Br)Br. Product: [OH:23][C:20]1[CH:21]=[CH:22][C:17]([CH2:16][N:13]2[CH:14]=[CH:15][C:11]([NH:10][C:8]([C:7]3[CH:6]=[CH:5][N:4]=[CH:3][C:2]=3[CH3:1])=[O:9])=[N:12]2)=[C:18]([C:25]([F:27])([F:28])[F:26])[CH:19]=1. The catalyst class is: 4. (2) Reactant: [O:1]1[CH2:6][CH2:5][N:4]([C:7]2[CH:15]=[CH:14][C:10]([C:11]([OH:13])=O)=[CH:9][CH:8]=2)[CH2:3][CH2:2]1.C(N1C=CN=C1)(N1C=CN=C1)=O.[NH2:28][C@@H:29]1[CH2:38][CH2:37][C:36]2[C:31](=[C:32]([N:40]3[CH2:45][CH2:44][N:43]([CH3:46])[CH2:42][CH2:41]3)[CH:33]=[CH:34][C:35]=2[CH3:39])[CH2:30]1. Product: [NH3:4].[CH3:39][C:35]1[CH:34]=[CH:33][C:32]([N:40]2[CH2:41][CH2:42][N:43]([CH3:46])[CH2:44][CH2:45]2)=[C:31]2[C:36]=1[CH2:37][CH2:38][C@@H:29]([NH:28][C:11](=[O:13])[C:10]1[CH:9]=[CH:8][C:7]([N:4]3[CH2:3][CH2:2][O:1][CH2:6][CH2:5]3)=[CH:15][CH:14]=1)[CH2:30]2. The catalyst class is: 9.